This data is from Catalyst prediction with 721,799 reactions and 888 catalyst types from USPTO. The task is: Predict which catalyst facilitates the given reaction. (1) Reactant: CC1[N:3]([C:8]2[CH:9]=[C:10]3[C:15](=[CH:16][CH:17]=2)[C:13](=[O:14])[O:12][CH:11]3[CH:18]=[CH:19][CH3:20])C(C)=CC=1.Cl.NO.[OH-].[K+]. Product: [NH2:3][C:8]1[CH:9]=[C:10]2[C:15](=[CH:16][CH:17]=1)[C:13](=[O:14])[O:12][CH:11]2[CH:18]=[CH:19][CH3:20]. The catalyst class is: 40. (2) Reactant: [N:1]1[CH:6]=[CH:5][CH:4]=[C:3]([CH:7]=[N:8][OH:9])[CH:2]=1.[CH2:10]([N:13]1[CH2:17][CH2:16][CH2:15][C:14]1=[O:18])[C:11]#[CH:12]. Product: [N:1]1[CH:6]=[CH:5][CH:4]=[C:3]([C:7]2[CH:12]=[C:11]([CH2:10][N:13]3[CH2:17][CH2:16][CH2:15][C:14]3=[O:18])[O:9][N:8]=2)[CH:2]=1. The catalyst class is: 147. (3) Reactant: [N+:1]([C:4]1[CH:13]=[CH:12][C:7]2[NH:8][C:9](=[O:11])[S:10][C:6]=2[CH:5]=1)([O-])=O.O.[Cl-].[NH4+]. Product: [NH2:1][C:4]1[CH:13]=[CH:12][C:7]2[NH:8][C:9](=[O:11])[S:10][C:6]=2[CH:5]=1. The catalyst class is: 186. (4) Reactant: [NH2:1][C:2]1[CH:3]=[CH:4][C:5]([N:8]2[CH2:13][CH2:12][N:11]3[C:14]([C:17]([O:19]CC)=O)=[N:15][N:16]=[C:10]3[CH2:9]2)=[N:6][CH:7]=1.[CH:22]1([NH2:27])[CH2:26][CH2:25][CH2:24][CH2:23]1. Product: [NH2:1][C:2]1[CH:3]=[CH:4][C:5]([N:8]2[CH2:13][CH2:12][N:11]3[C:14]([C:17]([NH:27][CH:22]4[CH2:26][CH2:25][CH2:24][CH2:23]4)=[O:19])=[N:15][N:16]=[C:10]3[CH2:9]2)=[N:6][CH:7]=1. The catalyst class is: 788. (5) Reactant: [OH:1][CH2:2][CH2:3][NH:4][C:5](=[O:11])[O:6][C:7]([CH3:10])([CH3:9])[CH3:8].C(N(CC)CC)C.[CH3:19][S:20](Cl)(=[O:22])=[O:21].O. Product: [CH3:19][S:20]([O:1][CH2:2][CH2:3][NH:4][C:5]([O:6][C:7]([CH3:8])([CH3:10])[CH3:9])=[O:11])(=[O:22])=[O:21]. The catalyst class is: 4.